Task: Predict the product of the given reaction.. Dataset: Forward reaction prediction with 1.9M reactions from USPTO patents (1976-2016) Given the reactants [N:1]([CH2:4][C:5]1[O:6][CH:7]=[CH:8][CH:9]=1)=[C:2]=[S:3].[NH2:10][C:11]1[CH:16]=[CH:15][C:14]([OH:17])=[CH:13][CH:12]=1, predict the reaction product. The product is: [O:6]1[CH:7]=[CH:8][CH:9]=[C:5]1[CH2:4][NH:1][C:2]([NH:10][C:11]1[CH:16]=[CH:15][C:14]([OH:17])=[CH:13][CH:12]=1)=[S:3].